This data is from Full USPTO retrosynthesis dataset with 1.9M reactions from patents (1976-2016). The task is: Predict the reactants needed to synthesize the given product. (1) Given the product [CH3:13][N:17]([CH3:16])[C:4]1[C:5]([CH2:8][C:9]([O:11][CH3:12])=[O:10])=[N:6][CH:7]=[CH:2][CH:3]=1, predict the reactants needed to synthesize it. The reactants are: N[C:2]1[CH:3]=[CH:4][C:5]([CH2:8][C:9]([O:11][CH3:12])=[O:10])=[N:6][CH:7]=1.[CH2:13]=O.[BH3-][C:16]#[N:17].[Na+]. (2) The reactants are: [CH2:1]([NH:3][CH2:4][C:5]1[CH:10]=[CH:9][C:8]([O:11][CH3:12])=[CH:7][CH:6]=1)[CH3:2].[OH:13][C:14]1[CH:22]=[CH:21][CH:20]=[C:19]([OH:23])[C:15]=1[C:16](O)=[O:17].C1C=NC2N(O)N=NC=2C=1.C(Cl)CCl. Given the product [CH2:1]([N:3]([CH2:4][C:5]1[CH:6]=[CH:7][C:8]([O:11][CH3:12])=[CH:9][CH:10]=1)[C:16](=[O:17])[C:15]1[C:14]([OH:13])=[CH:22][CH:21]=[CH:20][C:19]=1[OH:23])[CH3:2], predict the reactants needed to synthesize it.